This data is from hERG potassium channel inhibition data for cardiac toxicity prediction from Karim et al.. The task is: Regression/Classification. Given a drug SMILES string, predict its toxicity properties. Task type varies by dataset: regression for continuous values (e.g., LD50, hERG inhibition percentage) or binary classification for toxic/non-toxic outcomes (e.g., AMES mutagenicity, cardiotoxicity, hepatotoxicity). Dataset: herg_karim. The compound is C[C@@H]1NC(c2cnsn2)=N[C@@]1(c1ccc(F)cc1)c1ccc(F)nc1. The result is 0 (non-blocker).